This data is from Forward reaction prediction with 1.9M reactions from USPTO patents (1976-2016). The task is: Predict the product of the given reaction. (1) Given the reactants [C:1]([C:3]1[CH:4]=[C:5]([N:9]([CH2:14][C:15]2[CH:20]=[CH:19][CH:18]=[C:17](I)[CH:16]=2)[C:10](=[O:13])[CH2:11][CH3:12])[CH:6]=[CH:7][CH:8]=1)#[N:2].C(C1C=C(NC(=O)CC)C=CC=1)#N.[I:35]C1C=CC(CBr)=CC=1, predict the reaction product. The product is: [C:1]([C:3]1[CH:4]=[C:5]([N:9]([CH2:14][C:15]2[CH:20]=[CH:19][C:18]([I:35])=[CH:17][CH:16]=2)[C:10](=[O:13])[CH2:11][CH3:12])[CH:6]=[CH:7][CH:8]=1)#[N:2]. (2) The product is: [CH2:21]([C:23]1[CH:30]=[CH:29][CH:28]=[CH:27][C:24]=1[CH2:25][N:8]1[CH2:9][C:5]2[C:4]([NH:10][C:11]3[CH:12]=[N:13][C:14]4[C:19]([CH:20]=3)=[CH:18][CH:17]=[CH:16][CH:15]=4)=[N:3][CH:2]=[N:1][C:6]=2[CH2:7]1)[CH3:22]. Given the reactants [N:1]1[C:6]2[CH2:7][NH:8][CH2:9][C:5]=2[C:4]([NH:10][C:11]2[CH:12]=[N:13][C:14]3[C:19]([CH:20]=2)=[CH:18][CH:17]=[CH:16][CH:15]=3)=[N:3][CH:2]=1.[CH2:21]([C:23]1[CH:30]=[CH:29][CH:28]=[CH:27][C:24]=1[CH:25]=O)[CH3:22].ClCCCl.CO.C(O[BH-](OC(=O)C)OC(=O)C)(=O)C.[Na+], predict the reaction product. (3) Given the reactants [Br:1][C:2]1[CH:14]=[CH:13][C:5]([O:6][C@H:7]2[CH2:11][O:10][CH2:9][C@H:8]2[NH2:12])=[CH:4][CH:3]=1.[C@:15]12([CH2:25][S:26]([OH:29])(=[O:28])=[O:27])[C:22]([CH3:24])([CH3:23])[CH:19]([CH2:20][CH2:21]1)[CH2:18][C:16]2=[O:17].O, predict the reaction product. The product is: [C:15]12([CH2:25][S:26]([OH:29])(=[O:27])=[O:28])[C:22]([CH3:24])([CH3:23])[CH:19]([CH2:20][CH2:21]1)[CH2:18][C:16]2=[O:17].[Br:1][C:2]1[CH:14]=[CH:13][C:5]([O:6][C@@H:7]2[CH2:11][O:10][CH2:9][C@@H:8]2[NH2:12])=[CH:4][CH:3]=1. (4) Given the reactants [CH:1]([S:3]([O:6][C:7]1[CH:12]=[CH:11][CH:10]=[CH:9][CH:8]=1)(=[O:5])=[O:4])=[CH2:2].[CH3:13][CH:14]([CH3:48])[C@H:15]([NH:22][C:23]([C:25]1[C:34]2[C:29](=[CH:30][CH:31]=[CH:32][CH:33]=2)[N:28]=[C:27]([C:35]2[CH:40]=[CH:39][CH:38]=[CH:37][CH:36]=2)[C:26]=1[CH2:41][N:42]1[CH2:47][CH2:46][NH:45][CH2:44][CH2:43]1)=[O:24])[C:16]1[CH:21]=[CH:20][CH:19]=[CH:18][CH:17]=1, predict the reaction product. The product is: [C:7]1([O:6][S:3]([CH2:1][CH2:2][N:45]2[CH2:44][CH2:43][N:42]([CH2:41][C:26]3[C:27]([C:35]4[CH:40]=[CH:39][CH:38]=[CH:37][CH:36]=4)=[N:28][C:29]4[C:34]([C:25]=3[C:23](=[O:24])[NH:22][C@H:15]([C:16]3[CH:17]=[CH:18][CH:19]=[CH:20][CH:21]=3)[CH:14]([CH3:48])[CH3:13])=[CH:33][CH:32]=[CH:31][CH:30]=4)[CH2:47][CH2:46]2)(=[O:4])=[O:5])[CH:12]=[CH:11][CH:10]=[CH:9][CH:8]=1. (5) Given the reactants Cl[C:2]1[C:3]2[N:4]([C:8]([C@H:11]3[CH2:16][CH2:15][C@H:14]([N:17]4[CH2:22][CH2:21][N:20]([C:23]([O:25][CH2:26][C:27]5[CH:32]=[CH:31][CH:30]=[CH:29][CH:28]=5)=[O:24])[CH2:19][CH2:18]4)[CH2:13][CH2:12]3)=[N:9][CH:10]=2)[CH:5]=[CH:6][N:7]=1.[C:33](=O)([O-])[O-].[K+].[K+].CB1OB(C)OB(C)O1.ClCCl, predict the reaction product. The product is: [CH3:33][C:2]1[C:3]2[N:4]([C:8]([C@H:11]3[CH2:12][CH2:13][C@H:14]([N:17]4[CH2:22][CH2:21][N:20]([C:23]([O:25][CH2:26][C:27]5[CH:28]=[CH:29][CH:30]=[CH:31][CH:32]=5)=[O:24])[CH2:19][CH2:18]4)[CH2:15][CH2:16]3)=[N:9][CH:10]=2)[CH:5]=[CH:6][N:7]=1. (6) Given the reactants [F:1][C:2]1[CH:7]=[CH:6][C:5]([CH2:8][C:9]2[CH:18]=[C:17]3[C:12]([C:13]([OH:33])=[C:14]([C:27]([NH:29][CH2:30][CH2:31][OH:32])=[O:28])[C:15](=[O:26])[N:16]3[CH2:19][C:20]3[N:21]([CH3:25])[CH:22]=[CH:23][N:24]=3)=[N:11][CH:10]=2)=[CH:4][CH:3]=1.[OH-].[Na+:35], predict the reaction product. The product is: [F:1][C:2]1[CH:7]=[CH:6][C:5]([CH2:8][C:9]2[CH:18]=[C:17]3[C:12]([C:13]([O-:33])=[C:14]([C:27]([NH:29][CH2:30][CH2:31][OH:32])=[O:28])[C:15](=[O:26])[N:16]3[CH2:19][C:20]3[N:21]([CH3:25])[CH:22]=[CH:23][N:24]=3)=[N:11][CH:10]=2)=[CH:4][CH:3]=1.[Na+:35].